From a dataset of Reaction yield outcomes from USPTO patents with 853,638 reactions. Predict the reaction yield, written as a fraction of the theoretical maximum amount of product (1.0 means a 100% yield; for example, 0.34 means a 34% yield). (1) The reactants are [Cl-].[CH:2]1([NH:5][C:6](=[O:12])[CH2:7][CH2:8][CH2:9][NH2+:10][CH3:11])[CH2:4][CH2:3]1.[CH3:13][N:14]1[C:26]2[CH2:25][CH2:24][CH:23]([CH:27]3[CH2:32][CH2:31][O:30][CH2:29][CH2:28]3)[CH2:22][C:21]=2[C:20]2[C:15]1=[CH:16][CH:17]=[C:18]([C:33]([OH:35])=O)[CH:19]=2.CCN(C(C)C)C(C)C.CN(C(ON1N=NC2C=CC=NC1=2)=[N+](C)C)C.F[P-](F)(F)(F)(F)F. The catalyst is CN(C=O)C. The product is [CH:2]1([NH:5][C:6](=[O:12])[CH2:7][CH2:8][CH2:9][N:10]([CH3:11])[C:33]([C:18]2[CH:19]=[C:20]3[C:15](=[CH:16][CH:17]=2)[N:14]([CH3:13])[C:26]2[CH2:25][CH2:24][CH:23]([CH:27]4[CH2:32][CH2:31][O:30][CH2:29][CH2:28]4)[CH2:22][C:21]3=2)=[O:35])[CH2:3][CH2:4]1. The yield is 0.310. (2) The reactants are [C:1]([S:5]([C:8]1[CH:9]=[C:10]2[C:15](=[CH:16][CH:17]=1)[NH:14][CH:13]=[C:12]([I:18])[C:11]2=O)(=[O:7])=[O:6])([CH3:4])([CH3:3])[CH3:2].O=P(Cl)(Cl)[Cl:22]. No catalyst specified. The product is [C:1]([S:5]([C:8]1[CH:9]=[C:10]2[C:15](=[CH:16][CH:17]=1)[N:14]=[CH:13][C:12]([I:18])=[C:11]2[Cl:22])(=[O:7])=[O:6])([CH3:4])([CH3:3])[CH3:2]. The yield is 0.720. (3) The reactants are [CH3:1][N:2]1[C:10]2[C:5](=[CH:6][C:7]([CH:11]=O)=[CH:8][CH:9]=2)[CH:4]=[CH:3]1.[CH3:13][NH2:14].[BH4-].[Na+].O. The product is [CH3:13][NH:14][CH2:11][C:7]1[CH:6]=[C:5]2[C:10](=[CH:9][CH:8]=1)[N:2]([CH3:1])[CH:3]=[CH:4]2. The catalyst is CO. The yield is 0.450. (4) The reactants are [O:1]=[C:2]1[C:10]2[C:5](=[CH:6][CH:7]=[CH:8][CH:9]=2)[C:4](=[O:11])[N:3]1CC(=O)C(OC)=O.C([O-])(O)=O.[Na+]. The product is [C:2]1(=[O:1])[C:10]2[C:5](=[CH:6][CH:7]=[CH:8][CH:9]=2)[C:4](=[O:11])[NH:3]1. The yield is 0.390. The catalyst is C(O)C.C(Cl)(Cl)Cl. (5) The reactants are [CH3:1][N:2]1[CH2:7][CH2:6][N:5]([C:8]2[C:9]([N+:15]([O-])=O)=[C:10]([CH:12]=[CH:13][CH:14]=2)[NH2:11])[CH2:4][CH2:3]1. The catalyst is CO.[Pd]. The product is [CH3:1][N:2]1[CH2:3][CH2:4][N:5]([C:8]2[CH:14]=[CH:13][CH:12]=[C:10]([NH2:11])[C:9]=2[NH2:15])[CH2:6][CH2:7]1. The yield is 0.920.